From a dataset of Forward reaction prediction with 1.9M reactions from USPTO patents (1976-2016). Predict the product of the given reaction. (1) Given the reactants [H-].[Na+].[CH3:3]I.[F:5][C:6]1[CH:7]=[C:8]([NH:12][C:13](=[O:21])[C:14]2[CH:19]=[CH:18][CH:17]=[C:16]([I:20])[CH:15]=2)[CH:9]=[CH:10][CH:11]=1, predict the reaction product. The product is: [F:5][C:6]1[CH:7]=[C:8]([N:12]([CH3:3])[C:13](=[O:21])[C:14]2[CH:19]=[CH:18][CH:17]=[C:16]([I:20])[CH:15]=2)[CH:9]=[CH:10][CH:11]=1. (2) Given the reactants [NH2:1][C:2]1[CH:10]=[CH:9][C:8]([C:11]([F:14])([F:13])[F:12])=[CH:7][C:3]=1[C:4]([OH:6])=O.CCN=C=NCCCN(C)C.CCN(C(C)C)C(C)C.C1C=CC2N(O)N=NC=2C=1.[CH3:45][C:46]([NH2:50])([C:48]#[CH:49])[CH3:47], predict the reaction product. The product is: [NH2:1][C:2]1[CH:10]=[CH:9][C:8]([C:11]([F:14])([F:13])[F:12])=[CH:7][C:3]=1[C:4]([NH:50][C:46]([CH3:47])([C:48]#[CH:49])[CH3:45])=[O:6]. (3) Given the reactants [CH3:1][C:2]1[CH:3]=[C:4]([CH:8]=[CH:9][CH:10]=1)[C:5](Cl)=[O:6].[CH3:11][O:12][C:13]1[CH:14]=[C:15]([C:19]2([OH:25])[CH2:24][CH2:23][CH2:22][NH:21][CH2:20]2)[CH:16]=[CH:17][CH:18]=1, predict the reaction product. The product is: [OH:25][C:19]1([C:15]2[CH:16]=[CH:17][CH:18]=[C:13]([O:12][CH3:11])[CH:14]=2)[CH2:24][CH2:23][CH2:22][N:21]([C:5]([C:4]2[CH:3]=[C:2]([CH3:1])[CH:10]=[CH:9][CH:8]=2)=[O:6])[CH2:20]1. (4) Given the reactants [F:1][C:2]1[CH:7]=[C:6]([C:8]2[C:16]([C:17]3[CH:22]=[CH:21][N:20]=[C:19](S(C)=O)[N:18]=3)=[C:11]3[CH:12]=[CH:13][CH:14]=[CH:15][N:10]3[N:9]=2)[CH:5]=[CH:4][N:3]=1.[CH:26]1([NH2:29])[CH2:28][CH2:27]1, predict the reaction product. The product is: [CH:26]1([NH:29][C:19]2[N:18]=[C:17]([C:16]3[C:8]([C:6]4[CH:5]=[CH:4][N:3]=[C:2]([F:1])[CH:7]=4)=[N:9][N:10]4[CH:15]=[CH:14][CH:13]=[CH:12][C:11]=34)[CH:22]=[CH:21][N:20]=2)[CH2:28][CH2:27]1. (5) Given the reactants [NH2:1][C:2]1[CH:3]=[C:4]2[C:8](=[CH:9][CH:10]=1)[NH:7][CH:6]=[C:5]2[CH2:11][CH2:12][C:13]1[CH:18]=[CH:17][N:16]=[CH:15][CH:14]=1.[O:19]=[C:20]1[CH2:24][CH2:23][CH2:22][N:21]1[C:25]1[CH:33]=[CH:32][C:28]([C:29](O)=[O:30])=[CH:27][CH:26]=1, predict the reaction product. The product is: [O:19]=[C:20]1[CH2:24][CH2:23][CH2:22][N:21]1[C:25]1[CH:33]=[CH:32][C:28]([C:29]([NH:1][C:2]2[CH:3]=[C:4]3[C:8](=[CH:9][CH:10]=2)[NH:7][CH:6]=[C:5]3[CH2:11][CH2:12][C:13]2[CH:18]=[CH:17][N:16]=[CH:15][CH:14]=2)=[O:30])=[CH:27][CH:26]=1. (6) Given the reactants [I-].[F:2][C:3]1[CH:8]=[CH:7][CH:6]=[CH:5][C:4]=1[N:9]1[C:17]2[C:12](=[C:13]([N:18]3[C:22](=[O:23])[CH:21]4[CH2:24][N:25]([C:27]([N:29]5[CH:33]=[CH:32][N+](C)=C5)=[O:28])[CH2:26][CH:20]4[CH2:19]3)[CH:14]=[CH:15][CH:16]=2)[CH:11]=[N:10]1.Cl.[O:36]1C(NC)=[CH:39][N:38]=[CH:37]1.C(N(CC)CC)C, predict the reaction product. The product is: [F:2][C:3]1[CH:8]=[CH:7][CH:6]=[CH:5][C:4]=1[N:9]1[C:17]2[C:12](=[C:13]([N:18]3[C:22](=[O:23])[C@H:21]4[CH2:24][N:25]([C:27]([NH:29][CH2:33][C:32]5[O:36][CH:37]=[N:38][CH:39]=5)=[O:28])[CH2:26][C@H:20]4[CH2:19]3)[CH:14]=[CH:15][CH:16]=2)[CH:11]=[N:10]1. (7) Given the reactants [C:1]([C:5]1[CH:6]=[C:7]([NH:11][C:12](=[O:25])[C:13]2[CH:18]=[CH:17][C:16]([CH:19]3[CH2:24][CH2:23][NH:22][CH2:21][CH2:20]3)=[CH:15][CH:14]=2)[CH:8]=[CH:9][CH:10]=1)([CH3:4])([CH3:3])[CH3:2].Br[C:27]1[CH:35]=[CH:34][C:30]([C:31]([OH:33])=[O:32])=[C:29]([CH3:36])[CH:28]=1.C(C1C=C(NC(C2C=CC(N3CCN(C4C=CC(C(O)=O)=CC=4)CC3)=C(F)C=2)=O)C=CC=1)(C)(C)C, predict the reaction product. The product is: [C:1]([C:5]1[CH:6]=[C:7]([NH:11][C:12]([C:13]2[CH:14]=[CH:15][C:16]([CH:19]3[CH2:24][CH2:23][N:22]([C:27]4[CH:35]=[CH:34][C:30]([C:31]([OH:33])=[O:32])=[C:29]([CH3:36])[CH:28]=4)[CH2:21][CH2:20]3)=[CH:17][CH:18]=2)=[O:25])[CH:8]=[CH:9][CH:10]=1)([CH3:4])([CH3:2])[CH3:3]. (8) Given the reactants [F:1][C:2]([F:16])([F:15])[O:3][C:4]1[CH:14]=[CH:13][C:7]([O:8][CH2:9][C:10](O)=[O:11])=[CH:6][CH:5]=1.S(Cl)([Cl:19])=O, predict the reaction product. The product is: [F:1][C:2]([F:16])([F:15])[O:3][C:4]1[CH:14]=[CH:13][C:7]([O:8][CH2:9][C:10]([Cl:19])=[O:11])=[CH:6][CH:5]=1. (9) Given the reactants [C:1]([O:5][C:6](=[O:12])[NH:7][CH2:8][C:9]([NH2:11])=[O:10])([CH3:4])([CH3:3])[CH3:2].[CH3:13][N:14]([CH:16]=O)[CH3:15].CC(N(C)C)=O, predict the reaction product. The product is: [C:1]([O:5][C:6](=[O:12])[NH:7][CH2:8][C:9](/[N:11]=[CH:13]/[N:14]([CH3:16])[CH3:15])=[O:10])([CH3:4])([CH3:2])[CH3:3].